From a dataset of Full USPTO retrosynthesis dataset with 1.9M reactions from patents (1976-2016). Predict the reactants needed to synthesize the given product. (1) Given the product [Br:1][C:2]1[CH:10]=[CH:9][C:5]([CH:6]([CH3:11])[C:7]#[N:8])=[CH:4][CH:3]=1, predict the reactants needed to synthesize it. The reactants are: [Br:1][C:2]1[CH:10]=[CH:9][C:5]([CH2:6][C:7]#[N:8])=[CH:4][CH:3]=1.[CH3:11]OC(=O)OC.C([O-])([O-])=O.[K+].[K+]. (2) Given the product [CH3:1][C:2]1([CH3:8])[CH2:7][N:6]([C:10]2[CH:15]=[CH:14][C:13]([N+:16]([O-:18])=[O:17])=[CH:12][CH:11]=2)[CH2:5][CH2:4][N:3]1[C:19]([O:20][C:2]([CH3:8])([CH3:7])[CH3:1])=[O:22], predict the reactants needed to synthesize it. The reactants are: [CH3:1][C:2]1([CH3:8])[CH2:7][NH:6][CH2:5][CH2:4][NH:3]1.F[C:10]1[CH:15]=[CH:14][C:13]([N+:16]([O-:18])=[O:17])=[CH:12][CH:11]=1.[C:19](=[O:22])([O-])[O-:20].[Cs+].[Cs+].O. (3) Given the product [CH2:21]([O:23][C:24]([C:26]1[C:27]([OH:33])=[N:28][C:29]2[N:30]([CH:2]=[C:3]([C:5]3[CH:10]=[CH:9][C:8]([F:11])=[CH:7][CH:6]=3)[N:32]=2)[CH:31]=1)=[O:25])[CH3:22], predict the reactants needed to synthesize it. The reactants are: Br[CH2:2][C:3]([C:5]1[CH:10]=[CH:9][C:8]([F:11])=[CH:7][CH:6]=1)=O.C(N(C(C)C)C(C)C)C.[CH2:21]([O:23][C:24]([C:26]1[C:27]([OH:33])=[N:28][C:29]([NH2:32])=[N:30][CH:31]=1)=[O:25])[CH3:22]. (4) Given the product [ClH:27].[C:1]([C:5]1[N:9]([CH2:10][CH2:11][C:12]2[CH:17]=[CH:16][CH:15]=[CH:14][C:13]=2[OH:18])[C:8]([CH3:20])=[C:7]([C:21]([N:23]=[C:24]([NH2:25])[NH2:26])=[O:22])[CH:6]=1)([CH3:4])([CH3:2])[CH3:3], predict the reactants needed to synthesize it. The reactants are: [C:1]([C:5]1[N:9]([CH2:10][CH2:11][C:12]2[CH:17]=[CH:16][CH:15]=[CH:14][C:13]=2[O:18]C)[C:8]([CH3:20])=[C:7]([C:21]([N:23]=[C:24]([NH2:26])[NH2:25])=[O:22])[CH:6]=1)([CH3:4])([CH3:3])[CH3:2].[Cl:27]CCl.B(Br)(Br)Br.CO.C(OCC)(=O)C.